Dataset: Full USPTO retrosynthesis dataset with 1.9M reactions from patents (1976-2016). Task: Predict the reactants needed to synthesize the given product. (1) Given the product [F:3][C:4]1[CH:12]=[CH:11][C:10]([C:13]2[N:17]=[C:16]([C:18]3[CH:19]=[N:20][C:21]([O:28][CH:29]([CH3:30])[CH3:31])=[C:22]([C:24]([F:27])([F:26])[F:25])[CH:23]=3)[O:15][N:14]=2)=[C:9]2[C:5]=1[C:6]([CH2:32][CH2:33][C:34]([OH:36])=[O:35])=[CH:7][NH:8]2, predict the reactants needed to synthesize it. The reactants are: [OH-].[Na+].[F:3][C:4]1[CH:12]=[CH:11][C:10]([C:13]2[N:17]=[C:16]([C:18]3[CH:19]=[N:20][C:21]([O:28][CH:29]([CH3:31])[CH3:30])=[C:22]([C:24]([F:27])([F:26])[F:25])[CH:23]=3)[O:15][N:14]=2)=[C:9]2[C:5]=1[C:6]([CH2:32][CH2:33][C:34]([O:36]CC)=[O:35])=[CH:7][NH:8]2.Cl. (2) Given the product [Cl:1][C:2]1[CH:7]=[CH:6][C:5]([NH:8][S:23]([C:26]([F:29])([F:28])[F:27])(=[O:24])=[O:22])=[C:4]([C:9]2[CH:13]=[C:12]([C:14]3[CH:19]=[CH:18][C:17]([F:20])=[CH:16][C:15]=3[F:21])[O:11][N:10]=2)[CH:3]=1, predict the reactants needed to synthesize it. The reactants are: [Cl:1][C:2]1[CH:7]=[CH:6][C:5]([NH2:8])=[C:4]([C:9]2[CH:13]=[C:12]([C:14]3[CH:19]=[CH:18][C:17]([F:20])=[CH:16][C:15]=3[F:21])[O:11][N:10]=2)[CH:3]=1.[O:22](S(C(F)(F)F)(=O)=O)[S:23]([C:26]([F:29])([F:28])[F:27])(=O)=[O:24]. (3) Given the product [CH2:38]([N:45]1[CH2:48][CH:47]([S:36][C:34](=[O:37])[CH3:35])[CH2:46]1)[C:39]1[CH:44]=[CH:43][CH:42]=[CH:41][CH:40]=1, predict the reactants needed to synthesize it. The reactants are: C1(P(C2C=CC=CC=2)C2C=CC=CC=2)C=CC=CC=1.CC(OC(/N=N/C(OC(C)C)=O)=O)C.[C:34]([OH:37])(=[S:36])[CH3:35].[CH2:38]([N:45]1[CH2:48][CH:47](O)[CH2:46]1)[C:39]1[CH:44]=[CH:43][CH:42]=[CH:41][CH:40]=1. (4) Given the product [C:1]([N:4]1[C:13]2[C:8](=[CH:9][C:10]([C:15]3[CH:16]=[N:17][N:18]([CH:20]4[CH2:22][CH2:21]4)[CH:19]=3)=[C:11]([C:30]#[N:33])[CH:12]=2)[N:7]([C:23]([O:25][CH:26]([CH3:27])[CH3:28])=[O:24])[CH2:6][C@@H:5]1[CH3:29])(=[O:3])[CH3:2], predict the reactants needed to synthesize it. The reactants are: [C:1]([N:4]1[C:13]2[C:8](=[CH:9][C:10]([C:15]3[CH:16]=[N:17][N:18]([CH:20]4[CH2:22][CH2:21]4)[CH:19]=3)=[C:11](N)[CH:12]=2)[N:7]([C:23]([O:25][CH:26]([CH3:28])[CH3:27])=[O:24])[CH2:6][C@@H:5]1[CH3:29])(=[O:3])[CH3:2].[C:30]([N:33]1C2C(=CC(C3C=CC(S(C)(=O)=O)=CC=3)=C(Br)C=2)N(C(OC(C)C)=O)C[C@@H]1C)(=O)C. (5) Given the product [F:23][C:17]1[CH:18]=[CH:19][CH:20]=[C:21]([F:22])[C:16]=1[C:15]([NH:14][C:11]1[CH:12]=[CH:13][N:9]([CH2:8][C:6]2[CH:7]=[C:2]([I:38])[CH:3]=[CH:4][C:5]=2[C:25]([F:28])([F:27])[F:26])[N:10]=1)=[O:24], predict the reactants needed to synthesize it. The reactants are: N[C:2]1[CH:3]=[CH:4][C:5]([C:25]([F:28])([F:27])[F:26])=[C:6]([CH2:8][N:9]2[CH:13]=[CH:12][C:11]([NH:14][C:15](=[O:24])[C:16]3[C:21]([F:22])=[CH:20][CH:19]=[CH:18][C:17]=3[F:23])=[N:10]2)[CH:7]=1.S(=O)(=O)(O)O.N([O-])=O.[Na+].[I-:38].[K+]. (6) Given the product [C:1]([C:3]1[C:4]([N:17]2[CH2:18][CH:19]([C:21](=[O:22])[NH:35][S:32]([CH2:31][C:28]3[CH:29]=[CH:30][C:25]([F:24])=[CH:26][CH:27]=3)(=[O:34])=[O:33])[CH2:20]2)=[N:5][C:6]([O:14][CH2:15][CH3:16])=[C:7]([CH:8]=1)[C:9]([O:11][CH2:12][CH3:13])=[O:10])#[N:2], predict the reactants needed to synthesize it. The reactants are: [C:1]([C:3]1[C:4]([N:17]2[CH2:20][CH:19]([C:21](O)=[O:22])[CH2:18]2)=[N:5][C:6]([O:14][CH2:15][CH3:16])=[C:7]([C:9]([O:11][CH2:12][CH3:13])=[O:10])[CH:8]=1)#[N:2].[F:24][C:25]1[CH:30]=[CH:29][C:28]([CH2:31][S:32]([NH2:35])(=[O:34])=[O:33])=[CH:27][CH:26]=1. (7) The reactants are: [C:1]([C:5]1[CH:9]=[C:8](C(O)=O)[N:7](C(C)C)[N:6]=1)([CH3:4])([CH3:3])[CH3:2].C([N:18]([CH2:21]C)CC)C.C1(P(N=[N+]=[N-])([C:31]2[CH:36]=[CH:35]C=CC=2)=O)C=CC=CC=1.[Cl:40][C:41]([Cl:45])([Cl:44])[CH2:42][OH:43].[O:46]1CCOCC1. Given the product [C:1]([C:5]1[CH:9]=[C:8]([N:18]([CH:36]([CH3:35])[CH3:31])[C:21](=[O:46])[O:43][CH2:42][C:41]([Cl:45])([Cl:44])[Cl:40])[NH:7][N:6]=1)([CH3:2])([CH3:3])[CH3:4], predict the reactants needed to synthesize it. (8) Given the product [Br:19][C:10]1[C:5]2[C:4]([Cl:11])=[N:3][C:2]([Cl:1])=[N:7][C:6]=2[NH:8][CH:9]=1, predict the reactants needed to synthesize it. The reactants are: [Cl:1][C:2]1[N:3]=[C:4]([Cl:11])[C:5]2[CH:10]=[CH:9][NH:8][C:6]=2[N:7]=1.C1C(=O)N([Br:19])C(=O)C1.